This data is from Peptide-MHC class I binding affinity with 185,985 pairs from IEDB/IMGT. The task is: Regression. Given a peptide amino acid sequence and an MHC pseudo amino acid sequence, predict their binding affinity value. This is MHC class I binding data. The peptide sequence is YIDWMVSVP. The MHC is HLA-B57:01 with pseudo-sequence HLA-B57:01. The binding affinity (normalized) is 0.0847.